This data is from Reaction yield outcomes from USPTO patents with 853,638 reactions. The task is: Predict the reaction yield, written as a fraction of the theoretical maximum amount of product (1.0 means a 100% yield; for example, 0.34 means a 34% yield). (1) The reactants are [H-].[Na+].[F:3][C:4]1[CH:20]=[CH:19][C:7]([C:8]([NH:10][CH2:11][CH2:12][C:13]2[O:14][C:15]([CH3:18])=[CH:16][CH:17]=2)=[O:9])=[CH:6][CH:5]=1.I[CH3:22]. The catalyst is C1COCC1. The product is [F:3][C:4]1[CH:5]=[CH:6][C:7]([C:8]([N:10]([CH3:22])[CH2:11][CH2:12][C:13]2[O:14][C:15]([CH3:18])=[CH:16][CH:17]=2)=[O:9])=[CH:19][CH:20]=1. The yield is 0.840. (2) The reactants are [Br:1][C:2]1[CH:7]=[CH:6][C:5]([CH:8](C(OC)=O)[C:9]([O:11]C)=[O:10])=[C:4]([N+:17]([O-:19])=[O:18])[CH:3]=1. The catalyst is Cl. The product is [Br:1][C:2]1[CH:7]=[CH:6][C:5]([CH2:8][C:9]([OH:11])=[O:10])=[C:4]([N+:17]([O-:19])=[O:18])[CH:3]=1. The yield is 0.890.